Predict which catalyst facilitates the given reaction. From a dataset of Catalyst prediction with 721,799 reactions and 888 catalyst types from USPTO. (1) Reactant: [Br:1][C:2]1[CH:3]=[CH:4][C:5]([F:12])=[C:6]([CH:8]([OH:11])[CH2:9][CH3:10])[CH:7]=1.[Cr](O[Cr]([O-])(=O)=O)([O-])(=O)=O.[NH+]1C=CC=CC=1.[NH+]1C=CC=CC=1. Product: [Br:1][C:2]1[CH:3]=[CH:4][C:5]([F:12])=[C:6]([C:8](=[O:11])[CH2:9][CH3:10])[CH:7]=1. The catalyst class is: 2. (2) Reactant: C([N:8]1[CH2:13][CH2:12][N:11]([CH3:14])[CH2:10][CH:9]1[CH2:15][NH:16][C:17](=[O:22])[C:18]([F:21])([F:20])[F:19])C1C=CC=CC=1. Product: [CH3:14][N:11]1[CH2:12][CH2:13][NH:8][CH:9]([CH2:15][NH:16][C:17](=[O:22])[C:18]([F:21])([F:19])[F:20])[CH2:10]1. The catalyst class is: 29. (3) Reactant: [CH3:1][C:2]1[CH:3]=[C:4]([CH:7]=[C:8]([CH3:11])[C:9]=1[OH:10])[CH:5]=[O:6].[C:12]([O-])([O-])=[O:13].[K+].[K+].[CH2:18]([O:20][C:21](=[O:24])[CH2:22]Br)[CH3:19].C(O)C. Product: [CH3:1][C:2]1[CH:9]([C:8]([CH3:11])([O:13][CH3:12])[CH:7]=[C:4]([CH:5]=[O:6])[CH:3]=1)[O:10][CH2:22][C:21]([O:20][CH2:18][CH3:19])=[O:24]. The catalyst class is: 21. (4) The catalyst class is: 12. Reactant: O=[CH:2][C@H:3]([C@H:5]([C@@H:7]([C@@H:9]([CH2:11][OH:12])[OH:10])[OH:8])[OH:6])[OH:4].C(C=P(C1C=CC=CC=1)(C1C=CC=CC=1)C1C=CC=CC=1)(O)=O.CO[C@@H]1[C@@H:51]([C:52]([O:54][CH3:55])=[O:53])[C@@H]2[C@@H](CN3[C@H](C2)C2NC4C=C(OC)C=CC=4C=2CC3)C[C@H:55]1[O:54][C:52]([C:51]1C=C(OC)C(OC)=C(OC)C=1)=[O:53]. Product: [OH:4][CH:3]([CH:5]([OH:6])[CH:7]([OH:8])[CH:9]([OH:10])[CH2:11][OH:12])[CH:2]=[CH:51][C:52]([O:54][CH3:55])=[O:53]. (5) Reactant: C([O:3][C:4](=[O:14])[CH:5]([CH3:13])[CH2:6][C:7]1[CH:12]=[CH:11][CH:10]=[CH:9][N:8]=1)C.O.[OH-].[Li+]. The catalyst class is: 38. Product: [CH3:13][CH:5]([CH2:6][C:7]1[CH:12]=[CH:11][CH:10]=[CH:9][N:8]=1)[C:4]([OH:14])=[O:3]. (6) Reactant: [OH-:1].[Na+].[F:3][C:4]1[CH:9]=[CH:8][C:7]([C:10]2[C:11]3[CH2:23][C:22]4[C:17](=[C:18]([CH3:24])[CH:19]=[CH:20][CH:21]=4)[C:12]=3[N:13]=[C:14]([NH2:16])[N:15]=2)=[CH:6][CH:5]=1. Product: [NH2:16][C:14]1[N:15]=[C:10]([C:7]2[CH:6]=[CH:5][C:4]([F:3])=[CH:9][CH:8]=2)[C:11]2[C:23](=[O:1])[C:22]3[C:17](=[C:18]([CH3:24])[CH:19]=[CH:20][CH:21]=3)[C:12]=2[N:13]=1. The catalyst class is: 37. (7) Reactant: [F:1][C:2]1[C:3]2[CH:13]=[C:12]([C:14]3[CH:19]=[CH:18][CH:17]=[CH:16][CH:15]=3)[CH:11]=[CH:10][C:4]=2[S:5][C:6]=1[C:7](O)=[O:8].C(Cl)(C([Cl:24])=O)=O.CN(C=O)C. Product: [F:1][C:2]1[C:3]2[CH:13]=[C:12]([C:14]3[CH:19]=[CH:18][CH:17]=[CH:16][CH:15]=3)[CH:11]=[CH:10][C:4]=2[S:5][C:6]=1[C:7]([Cl:24])=[O:8]. The catalyst class is: 2. (8) Reactant: [C:1](Cl)(=[O:3])[CH3:2].[NH2:5][C:6]1[CH:7]=[C:8]2[C:12](=[CH:13][CH:14]=1)[N:11]([C:15]([O:17][C:18]([CH3:21])([CH3:20])[CH3:19])=[O:16])[C:10]([C:22]([O:24][CH2:25][CH3:26])=[O:23])=[CH:9]2.C(N(CC)CC)C. Product: [C:1]([NH:5][C:6]1[CH:7]=[C:8]2[C:12](=[CH:13][CH:14]=1)[N:11]([C:15]([O:17][C:18]([CH3:19])([CH3:20])[CH3:21])=[O:16])[C:10]([C:22]([O:24][CH2:25][CH3:26])=[O:23])=[CH:9]2)(=[O:3])[CH3:2]. The catalyst class is: 46. (9) Reactant: C(OC([N:8]1[CH2:13][CH2:12][CH:11]([CH2:14][N:15]2[CH2:19][CH2:18][CH2:17][C:16]2=[O:20])[CH2:10][CH2:9]1)=O)(C)(C)C.[ClH:21]. Product: [ClH:21].[NH:8]1[CH2:9][CH2:10][CH:11]([CH2:14][N:15]2[CH2:19][CH2:18][CH2:17][C:16]2=[O:20])[CH2:12][CH2:13]1. The catalyst class is: 363.